Dataset: Forward reaction prediction with 1.9M reactions from USPTO patents (1976-2016). Task: Predict the product of the given reaction. (1) Given the reactants CC(C[AlH]CC(C)C)C.[O:10]([C:17]1[CH:18]=[C:19]([CH:32]=[CH:33][CH:34]=1)[CH2:20][O:21][C:22]12[CH2:28][C:25]([CH2:29][C:30]#N)([CH2:26][CH2:27]1)[CH2:24][CH2:23]2)[C:11]1[CH:16]=[CH:15][CH:14]=[CH:13][CH:12]=1.CC[O:37]C(C)=O.CCCCCC, predict the reaction product. The product is: [O:10]([C:17]1[CH:18]=[C:19]([CH:32]=[CH:33][CH:34]=1)[CH2:20][O:21][C:22]12[CH2:28][C:25]([CH2:29][CH:30]=[O:37])([CH2:26][CH2:27]1)[CH2:24][CH2:23]2)[C:11]1[CH:16]=[CH:15][CH:14]=[CH:13][CH:12]=1. (2) Given the reactants [CH3:1][O:2][C:3]1[CH:4]=[C:5]([NH:11][C:12]([C:14]2[CH:28]=[CH:27][C:17]3[N:18]=[C:19]([N:21]4[CH2:26][CH2:25][NH:24][CH2:23][CH2:22]4)[S:20][C:16]=3[CH:15]=2)=[O:13])[CH:6]=[CH:7][C:8]=1[O:9][CH3:10].[CH3:29][C:30]([O:33][C:34]([NH:36][C@H:37]([C:44](O)=[O:45])[CH2:38][C:39]1[S:43][CH:42]=[CH:41][CH:40]=1)=[O:35])([CH3:32])[CH3:31].C(N(C(C)C)CC)(C)C.CN(C(ON1N=NC2C=CC=CC1=2)=[N+](C)C)C.F[P-](F)(F)(F)(F)F, predict the reaction product. The product is: [CH3:1][O:2][C:3]1[CH:4]=[C:5]([NH:11][C:12]([C:14]2[CH:28]=[CH:27][C:17]3[N:18]=[C:19]([N:21]4[CH2:26][CH2:25][N:24]([C:44](=[O:45])[C@@H:37]([NH:36][C:34](=[O:35])[O:33][C:30]([CH3:29])([CH3:31])[CH3:32])[CH2:38][C:39]5[S:43][CH:42]=[CH:41][CH:40]=5)[CH2:23][CH2:22]4)[S:20][C:16]=3[CH:15]=2)=[O:13])[CH:6]=[CH:7][C:8]=1[O:9][CH3:10]. (3) The product is: [CH3:1][O:2][C:3]1[CH:4]=[CH:5][C:6]([CH2:7][N:8]2[CH:18]=[C:17]([C:16]([O:15][CH2:13][CH3:14])=[O:19])[N:10]=[N:9]2)=[CH:11][CH:12]=1. Given the reactants [CH3:1][O:2][C:3]1[CH:12]=[CH:11][C:6]([CH2:7][N:8]=[N+:9]=[N-:10])=[CH:5][CH:4]=1.[CH2:13]([O:15][C:16](=[O:19])[CH2:17][CH3:18])[CH3:14], predict the reaction product. (4) Given the reactants [C:1]12([C:10](OC)=[O:11])[CH2:5][C:3]([C:6](OC)=[O:7])([CH2:4]1)[CH2:2]2.[H-].[H-].[H-].[H-].[Li+].[Al+3], predict the reaction product. The product is: [C:1]12([CH2:10][OH:11])[CH2:5][C:3]([CH2:6][OH:7])([CH2:4]1)[CH2:2]2. (5) Given the reactants [CH:1]1([N:6]2[C:10]3=[N:11][CH:12]=[N:13][C:14]([NH2:15])=[C:9]3[C:8](I)=[N:7]2)[CH2:5][CH2:4][CH2:3][CH2:2]1.[O:17]([C:24]1[CH:25]=[CH:26][C:27]2B(O)[O:30][CH2:29][C:28]=2[CH:33]=1)[C:18]1[CH:23]=[CH:22][CH:21]=[CH:20][CH:19]=1.O.C(=O)([O-])[O-].[Na+].[Na+], predict the reaction product. The product is: [NH2:15][C:14]1[N:13]=[CH:12][N:11]=[C:10]2[N:6]([CH:1]3[CH2:5][CH2:4][CH2:3][CH2:2]3)[N:7]=[C:8]([C:27]3[CH:26]=[CH:25][C:24]([O:17][C:18]4[CH:23]=[CH:22][CH:21]=[CH:20][CH:19]=4)=[CH:33][C:28]=3[CH2:29][OH:30])[C:9]=12.